From a dataset of CYP1A2 inhibition data for predicting drug metabolism from PubChem BioAssay. Regression/Classification. Given a drug SMILES string, predict its absorption, distribution, metabolism, or excretion properties. Task type varies by dataset: regression for continuous measurements (e.g., permeability, clearance, half-life) or binary classification for categorical outcomes (e.g., BBB penetration, CYP inhibition). Dataset: cyp1a2_veith. The compound is Cc1cn(CC[C@H](N)C(=O)O)c(=O)[nH]c1=O. The result is 0 (non-inhibitor).